Dataset: Forward reaction prediction with 1.9M reactions from USPTO patents (1976-2016). Task: Predict the product of the given reaction. (1) Given the reactants [CH:1]1([N:4]2[CH2:13][C:12]([CH3:15])([CH3:14])[C:11]3[C:6](=[CH:7][CH:8]=[C:9](OS(C(F)(F)F)(=O)=O)[CH:10]=3)[CH2:5]2)[CH2:3][CH2:2]1.C1(P(C2C=CC=CC=2)CCCP(C2C=CC=CC=2)C2C=CC=CC=2)C=CC=CC=1.CS(C)=O.[C]=O.[C:59]([O:62][CH2:63][CH3:64])(=[O:61])C, predict the reaction product. The product is: [CH2:63]([O:62][C:59]([C:9]1[CH:10]=[C:11]2[C:6](=[CH:7][CH:8]=1)[CH2:5][N:4]([CH:1]1[CH2:3][CH2:2]1)[CH2:13][C:12]2([CH3:15])[CH3:14])=[O:61])[CH3:64]. (2) Given the reactants [C:1]1(=[O:13])[CH2:12][CH2:11][CH2:10][CH2:9][CH2:8][CH2:7][CH2:6][CH2:5][CH2:4][CH2:3][CH2:2]1.[C:14](=O)([O-])[O-:15].[K+].[K+].C=O, predict the reaction product. The product is: [OH:15][CH2:14][CH:2]1[CH2:3][CH2:4][CH2:5][CH2:6][CH2:7][CH2:8][CH2:9][CH2:10][CH2:11][CH2:12][C:1]1=[O:13]. (3) Given the reactants Cl.C1(C(=[N:15][C:16]2[CH:17]=[C:18]([C:22]3[N:23]=[CH:24][N:25]([CH3:37])[C:26]=3[C:27]3[S:36][C:30]4[N:31]=[CH:32][N:33]=[C:34]([NH2:35])[C:29]=4[CH:28]=3)[CH:19]=[CH:20][CH:21]=2)C2C=CC=CC=2)C=CC=CC=1, predict the reaction product. The product is: [NH2:15][C:16]1[CH:17]=[C:18]([C:22]2[N:23]=[CH:24][N:25]([CH3:37])[C:26]=2[C:27]2[S:36][C:30]3[N:31]=[CH:32][N:33]=[C:34]([NH2:35])[C:29]=3[CH:28]=2)[CH:19]=[CH:20][CH:21]=1. (4) Given the reactants [CH3:1][O:2][CH2:3][CH2:4][CH2:5][NH:6][CH3:7].[C:8](#[N:11])[CH2:9]O.CCN(CC)CC, predict the reaction product. The product is: [CH3:1][O:2][CH2:3][CH2:4][CH2:5][N:6]([CH2:9][C:8]#[N:11])[CH3:7]. (5) Given the reactants [N-]=[C:2]=[O:3].[N-]=C=S.[CH3:7][C:8]1[CH:17]=[CH:16][C:15]2[C:10](=[CH:11][CH:12]=[CH:13][C:14]=2[N:18]2[CH2:23][CH2:22][N:21]([CH2:24][CH2:25][C:26]3[CH:27]=[C:28]([CH:30]=[CH:31][CH:32]=3)[NH2:29])[CH2:20][CH2:19]2)[N:9]=1.[OH2:33].[Cl:34]CCl, predict the reaction product. The product is: [ClH:34].[ClH:34].[CH3:7][C:8]1[CH:17]=[CH:16][C:15]2[C:10](=[CH:11][CH:12]=[CH:13][C:14]=2[N:18]2[CH2:19][CH2:20][N:21]([CH2:24][CH2:25][C:26]3[CH:27]=[C:28]([NH:29][C:2](=[O:3])[O:33][CH2:16][C:15]4[CH:10]=[CH:11][CH:12]=[CH:13][CH:14]=4)[CH:30]=[CH:31][CH:32]=3)[CH2:22][CH2:23]2)[N:9]=1. (6) Given the reactants [NH:1]1[CH2:6][CH2:5][O:4][CH2:3][C:2]1=[O:7].[H-].[Na+].Br[CH:11]([CH3:22])[C:12]([O:14][CH2:15][C:16]1[CH:21]=[CH:20][CH:19]=[CH:18][CH:17]=1)=[O:13].C(=O)(O)[O-].[Na+], predict the reaction product. The product is: [O:7]=[C:2]1[N:1]([CH:11]([CH3:22])[C:12]([O:14][CH2:15][C:16]2[CH:21]=[CH:20][CH:19]=[CH:18][CH:17]=2)=[O:13])[CH2:6][CH2:5][O:4][CH2:3]1. (7) Given the reactants [Cl:1][C:2]1[CH:7]=[C:6]([F:8])[CH:5]=[CH:4][C:3]=1[N:9]1[C:13]([C:14]([O:16][CH2:17][CH3:18])=[O:15])=[CH:12][N:11]=[CH:10]1.[Cl:19]N1C(=O)CCC1=O.CC(C)C#N, predict the reaction product. The product is: [Cl:19][C:12]1[N:11]=[CH:10][N:9]([C:3]2[CH:4]=[CH:5][C:6]([F:8])=[CH:7][C:2]=2[Cl:1])[C:13]=1[C:14]([O:16][CH2:17][CH3:18])=[O:15]. (8) Given the reactants C([O:8][CH2:9][CH:10]1[CH2:17][CH2:16][CH2:15][CH2:14][C:11]21[CH2:13][CH2:12]2)C1C=CC=CC=1.[H][H], predict the reaction product. The product is: [CH2:12]1[C:11]2([CH2:14][CH2:15][CH2:16][CH2:17][CH:10]2[CH2:9][OH:8])[CH2:13]1. (9) Given the reactants [Cl:1][C:2]1[CH:3]=[C:4]([C:9]2[CH:10]=[C:11]([C:22]([O:24][CH2:25][CH3:26])=[O:23])[O:12][C:13]=2[C:14]2[CH:19]=[CH:18][CH:17]=[C:16](C#N)[CH:15]=2)[CH:5]=[C:6](F)[CH:7]=1.BrC1C=C(C(OCC)=O)OC=1C1C=CC([F:39])=CC=1, predict the reaction product. The product is: [Cl:1][C:2]1[CH:3]=[C:4]([C:9]2[CH:10]=[C:11]([C:22]([O:24][CH2:25][CH3:26])=[O:23])[O:12][C:13]=2[C:14]2[CH:19]=[CH:18][C:17]([F:39])=[CH:16][CH:15]=2)[CH:5]=[CH:6][CH:7]=1.